This data is from Catalyst prediction with 721,799 reactions and 888 catalyst types from USPTO. The task is: Predict which catalyst facilitates the given reaction. (1) Reactant: [Cl:1][C:2]1[C:3]([OH:12])=[CH:4][C:5]([OH:11])=[C:6]([CH:10]=1)[C:7]([OH:9])=O.CN1CC[O:17][CH2:16]C1.Cl.[CH3:21][N:22]([CH3:31])CCCN=C=NCC.ON1[C:37]2[CH:38]=[CH:39][CH:40]=[CH:41][C:36]=2N=N1. Product: [Cl:1][C:2]1[CH:10]=[C:6]([C:7]([N:22]2[CH2:31][C:37]3[C:36](=[CH:41][CH:40]=[C:39]([CH2:16][OH:17])[CH:38]=3)[CH2:21]2)=[O:9])[C:5]([OH:11])=[CH:4][C:3]=1[OH:12]. The catalyst class is: 173. (2) Reactant: OCC(C)(CO)C.C([O:15][CH2:16][CH:17]([CH2:22][CH3:23])[CH2:18][CH2:19][CH2:20][CH3:21])(=O)CCCCC([O:15][CH2:16][CH:17]([CH2:22][CH3:23])[CH2:18][CH2:19][CH2:20][CH3:21])=O. Product: [CH2:22]([CH:17]([CH2:18][CH2:19][CH2:20][CH3:21])[CH2:16][OH:15])[CH3:23]. The catalyst class is: 779. (3) Reactant: CC1(C)[O:6][N:5]=[C:4]([C:7]2[CH:8]=[C:9]([C:28]#[N:29])[CH:10]=[C:11]([C:21]3[CH:26]=[CH:25][C:24]([OH:27])=[CH:23][CH:22]=3)[C:12]=2[C:13]2[CH:18]=[C:17]([F:19])[CH:16]=[C:15]([F:20])[CH:14]=2)[NH:3]1.Cl.C([O-])(O)=O.[Na+]. Product: [C:28]([C:9]1[CH:8]=[C:7]([C:4](=[N:5][OH:6])[NH2:3])[C:12]([C:13]2[CH:18]=[C:17]([F:19])[CH:16]=[C:15]([F:20])[CH:14]=2)=[C:11]([C:21]2[CH:26]=[CH:25][C:24]([OH:27])=[CH:23][CH:22]=2)[CH:10]=1)#[N:29]. The catalyst class is: 14. (4) Reactant: [F:1][C:2]1[CH:7]=[C:6]([F:8])[CH:5]=[CH:4][C:3]=1[N:9]=[C:10]=[O:11].[NH2:12][C:13]1[CH:14]=[C:15]([C:20]2[S:24][C:23]([NH:25][C:26](=[O:28])[CH3:27])=[N:22][C:21]=2[CH3:29])[CH:16]=[N:17][C:18]=1[Cl:19]. Product: [Cl:19][C:18]1[N:17]=[CH:16][C:15]([C:20]2[S:24][C:23]([NH:25][C:26](=[O:28])[CH3:27])=[N:22][C:21]=2[CH3:29])=[CH:14][C:13]=1[NH:12][C:10]([NH:9][C:3]1[CH:4]=[CH:5][C:6]([F:8])=[CH:7][C:2]=1[F:1])=[O:11]. The catalyst class is: 1. (5) Reactant: [F:1][C:2]1[C:7]([O:8][CH3:9])=[CH:6][CH:5]=[CH:4][C:3]=1[CH2:10][CH2:11][NH2:12].[C:13](OC(=O)C)(=O)[CH3:14]. Product: [F:1][C:2]1[C:7]([O:8][CH3:9])=[CH:6][CH:5]=[C:4]2[C:3]=1[CH2:10][CH2:11][NH:12][CH:13]2[CH3:14]. The catalyst class is: 2. (6) Reactant: [CH3:1][C:2]1[CH:10]=[CH:9][C:5]([C:6]([OH:8])=[O:7])=[CH:4][N:3]=1.[Br:11]N1C(C)(C)C(=O)N(Br)C1=O. Product: [Br:11][CH2:1][C:2]1[CH:10]=[CH:9][C:5]([C:6]([OH:8])=[O:7])=[CH:4][N:3]=1. The catalyst class is: 1. (7) Reactant: C1([C@H]2O[C@@H:11]([O:13][S:14]([C:17]3[CH:22]=[CH:21][C:20]([CH3:23])=[CH:19][CH:18]=3)(=[O:16])=[O:15])[CH2:10]CO2)C=CC=CC=1.Cl.[O:25]1CCOC[CH2:26]1.C([O-])(O)=[O:32].[Na+]. Product: [C:20]1([CH3:23])[CH:19]=[CH:18][C:17]([S:14]([O:13][CH:11]([CH2:10][OH:32])[CH2:26][OH:25])(=[O:15])=[O:16])=[CH:22][CH:21]=1. The catalyst class is: 5. (8) The catalyst class is: 6. Product: [OH:12][C:5]1([CH2:16][N+:13]([O-:15])=[O:14])[C:4]2[C:8](=[CH:9][CH:10]=[C:2]([CH3:1])[CH:3]=2)[NH:7][C:6]1=[O:11]. Reactant: [CH3:1][C:2]1[CH:3]=[C:4]2[C:8](=[CH:9][CH:10]=1)[NH:7][C:6](=[O:11])[C:5]2=[O:12].[N+:13]([CH3:16])([O-:15])=[O:14].